This data is from Peptide-MHC class I binding affinity with 185,985 pairs from IEDB/IMGT. The task is: Regression. Given a peptide amino acid sequence and an MHC pseudo amino acid sequence, predict their binding affinity value. This is MHC class I binding data. The peptide sequence is PTLFGRGVI. The MHC is HLA-A02:03 with pseudo-sequence HLA-A02:03. The binding affinity (normalized) is 0.185.